This data is from Forward reaction prediction with 1.9M reactions from USPTO patents (1976-2016). The task is: Predict the product of the given reaction. (1) Given the reactants [CH2:1]([N:8]1[C:12]2[CH:13]=[CH:14][C:15]3[N:16]([C:17]([CH3:20])=[N:18][N:19]=3)[C:11]=2[CH:10]=[C:9]1[CH2:21]O)[C:2]1[CH:7]=[CH:6][CH:5]=[CH:4][CH:3]=1.[CH:23]1[N:27]=[CH:26][N:25](C([N:25]2[CH:26]=[N:27][CH:23]=[CH:24]2)=O)[CH:24]=1.N1C=CN=C1, predict the reaction product. The product is: [CH2:1]([N:8]1[C:12]2[CH:13]=[CH:14][C:15]3[N:16]([C:17]([CH3:20])=[N:18][N:19]=3)[C:11]=2[CH:10]=[C:9]1[CH2:21][N:25]1[CH:24]=[CH:23][N:27]=[CH:26]1)[C:2]1[CH:7]=[CH:6][CH:5]=[CH:4][CH:3]=1. (2) Given the reactants CS(C)=O.C(Cl)(=O)C(Cl)=O.[OH:11][CH2:12][CH:13]1[CH2:17][CH2:16][N:15]([C:18]([O:20][CH2:21][C:22]2[CH:27]=[CH:26][CH:25]=[CH:24][CH:23]=2)=[O:19])[CH2:14]1.O, predict the reaction product. The product is: [CH:12]([CH:13]1[CH2:17][CH2:16][N:15]([C:18]([O:20][CH2:21][C:22]2[CH:27]=[CH:26][CH:25]=[CH:24][CH:23]=2)=[O:19])[CH2:14]1)=[O:11]. (3) Given the reactants CC1C=CC(S(O[CH2:12][CH2:13][O:14][CH2:15][CH2:16][O:17][CH2:18][CH2:19][O:20][CH3:21])(=O)=O)=CC=1.C([O-])([O-])=O.[K+].[K+].[N+:28]([C:31]1[CH:36]=[CH:35][C:34]([OH:37])=[CH:33][CH:32]=1)([O-:30])=[O:29], predict the reaction product. The product is: [CH3:21][O:20][CH2:19][CH2:18][O:17][CH2:16][CH2:15][O:14][CH2:13][CH2:12][O:37][C:34]1[CH:35]=[CH:36][C:31]([N+:28]([O-:30])=[O:29])=[CH:32][CH:33]=1. (4) The product is: [C:17]([O:21][C:22](=[O:23])[C:24]1[CH:25]=[CH:26][CH:27]=[C:28]([C:2]2[C:7]([CH3:8])=[CH:6][CH:5]=[CH:4][N:3]=2)[CH:29]=1)([CH3:20])([CH3:18])[CH3:19]. Given the reactants Br[C:2]1[C:7]([CH3:8])=[CH:6][CH:5]=[CH:4][N:3]=1.C([O-])([O-])=O.[K+].[K+].N#N.[C:17]([O:21][C:22]([C:24]1[CH:25]=[C:26](B(O)O)[CH:27]=[CH:28][CH:29]=1)=[O:23])([CH3:20])([CH3:19])[CH3:18].CS(O)(=O)=O.[OH-].[Na+], predict the reaction product. (5) Given the reactants [CH2:1]([N:3]1[CH:7]=[CH:6][C:5]([CH2:8][S:9][C:10]2[N:15]=[C:14]([OH:16])[CH:13]=[C:12]([CH3:17])[N:11]=2)=[N:4]1)[CH3:2].[ClH:18].O1CCOCC1, predict the reaction product. The product is: [ClH:18].[CH2:1]([N:3]1[CH:7]=[CH:6][C:5]([CH2:8][S:9][C:10]2[N:15]=[C:14]([OH:16])[CH:13]=[C:12]([CH3:17])[N:11]=2)=[N:4]1)[CH3:2]. (6) Given the reactants C[O:2][C:3]1[C:8](OC)=[C:7]([C:11]([F:14])([F:13])[F:12])[CH:6]=[CH:5][C:4]=1[C:15]1[N:20]=[CH:19][N:18]=[C:17]([O:21][C:22]2[C:27]3[N:28]=[C:29]([NH2:31])[S:30][C:26]=3[CH:25]=[CH:24][CH:23]=2)[CH:16]=1.B(F)(F)F.CCOCC, predict the reaction product. The product is: [NH2:31][C:29]1[S:30][C:26]2[CH:25]=[CH:24][CH:23]=[C:22]([O:21][C:17]3[N:18]=[CH:19][N:20]=[C:15]([C:4]4[CH:5]=[CH:6][C:7]([C:11]([F:14])([F:13])[F:12])=[CH:8][C:3]=4[OH:2])[CH:16]=3)[C:27]=2[N:28]=1. (7) The product is: [CH2:7]([O:14][C:15]([C:17]1[N:18]([S:31]([C:34]2[CH:35]=[CH:36][C:37]([CH3:40])=[CH:38][CH:39]=2)(=[O:33])=[O:32])[CH:19]=[C:20]([C:22]2[CH:27]=[CH:26][CH:25]=[C:24]([C:28](=[O:30])[NH:46][C:45]3[CH:47]=[CH:48][CH:49]=[C:43]([C:42]([F:41])([F:50])[F:51])[CH:44]=3)[CH:23]=2)[CH:21]=1)=[O:16])[C:8]1[CH:9]=[CH:10][CH:11]=[CH:12][CH:13]=1. Given the reactants C(Cl)(=O)C(Cl)=O.[CH2:7]([O:14][C:15]([C:17]1[N:18]([S:31]([C:34]2[CH:39]=[CH:38][C:37]([CH3:40])=[CH:36][CH:35]=2)(=[O:33])=[O:32])[CH:19]=[C:20]([C:22]2[CH:27]=[CH:26][CH:25]=[C:24]([C:28]([OH:30])=O)[CH:23]=2)[CH:21]=1)=[O:16])[C:8]1[CH:13]=[CH:12][CH:11]=[CH:10][CH:9]=1.[F:41][C:42]([F:51])([F:50])[C:43]1[CH:44]=[C:45]([CH:47]=[CH:48][CH:49]=1)[NH2:46], predict the reaction product.